From a dataset of Reaction yield outcomes from USPTO patents with 853,638 reactions. Predict the reaction yield, written as a fraction of the theoretical maximum amount of product (1.0 means a 100% yield; for example, 0.34 means a 34% yield). The reactants are C(#N)C.[CH2:4]([O:6][C:7]1[CH:12]=[CH:11][C:10]2=[N:13][C:14]([C:16]3[CH:17]=[CH:18][C:19]([C:25]([F:28])([F:27])[F:26])=[C:20]([CH:24]=3)[C:21](O)=[O:22])=[CH:15][N:9]2[N:8]=1)[CH3:5].[C:29]([NH2:33])([CH3:32])([CH3:31])[CH3:30].F[P-](F)(F)(F)(F)F.N1(O[P+](N(C)C)(N(C)C)N(C)C)C2C=CC=CC=2N=N1. The product is [C:29]([NH:33][C:21](=[O:22])[C:20]1[CH:24]=[C:16]([C:14]2[N:13]=[C:10]3[N:9]([CH:15]=2)[N:8]=[C:7]([O:6][CH2:4][CH3:5])[CH:12]=[CH:11]3)[CH:17]=[CH:18][C:19]=1[C:25]([F:27])([F:28])[F:26])([CH3:32])([CH3:31])[CH3:30]. The yield is 0.280. The catalyst is C(N(CC)CC)C.